Dataset: Forward reaction prediction with 1.9M reactions from USPTO patents (1976-2016). Task: Predict the product of the given reaction. (1) Given the reactants OC1[C:10]2[C:5](=CC=[C:8](C)[CH:9]=2)[N:4]([CH2:12][CH2:13]C(C)C)C1=O.[Cl:18][C:19]1[CH:20]=[C:21]2[C:25](=[CH:26][CH:27]=1)[N:24]([CH2:28][CH2:29][N:30]1[CH2:35][CH2:34][CH2:33][CH2:32][CH2:31]1)[C:23](=[O:36])[C:22]2=[O:37].CC1C=CC=CN=1, predict the reaction product. The product is: [Cl:18][C:19]1[CH:20]=[C:21]2[C:25](=[CH:26][CH:27]=1)[N:24]([CH2:28][CH2:29][N:30]1[CH2:35][CH2:34][CH2:33][CH2:32][CH2:31]1)[C:23](=[O:36])[C:22]2([OH:37])[CH2:13][C:12]1[CH:8]=[CH:9][CH:10]=[CH:5][N:4]=1. (2) Given the reactants [Br:1][C:2]1[CH:3]=[C:4]([C:18]([O:20][CH3:21])=[O:19])[C:5]2[NH:6][C:7]3[CH:8]=[C:9]([N+:15]([O-])=O)[CH:10]=[CH:11][C:12]=3[C:13]=2[N:14]=1, predict the reaction product. The product is: [NH2:15][C:9]1[CH:10]=[CH:11][C:12]2[C:13]3[N:14]=[C:2]([Br:1])[CH:3]=[C:4]([C:18]([O:20][CH3:21])=[O:19])[C:5]=3[NH:6][C:7]=2[CH:8]=1.